Dataset: Forward reaction prediction with 1.9M reactions from USPTO patents (1976-2016). Task: Predict the product of the given reaction. (1) Given the reactants [NH:1]1[CH2:6][CH2:5][O:4][C:3]2[N:7]=[CH:8][C:9]([C:11]([O:13][CH3:14])=[O:12])=[CH:10][C:2]1=2.[C:15]1([S:21](Cl)(=[O:23])=[O:22])[CH:20]=[CH:19][CH:18]=[CH:17][CH:16]=1.CCN(C(C)C)C(C)C, predict the reaction product. The product is: [C:15]1([S:21]([N:1]2[CH2:6][CH2:5][O:4][C:3]3[N:7]=[CH:8][C:9]([C:11]([O:13][CH3:14])=[O:12])=[CH:10][C:2]2=3)(=[O:23])=[O:22])[CH:20]=[CH:19][CH:18]=[CH:17][CH:16]=1. (2) Given the reactants Cl.[CH2:2]([O:9][C:10]([NH:12][C:13]1([CH2:26][N:27]2[CH2:32][CH2:31][N:30]([S:33]([C:36]3[CH:45]=[CH:44][C:43]4[C:38](=[CH:39][CH:40]=[C:41]([Cl:46])[CH:42]=4)[CH:37]=3)(=[O:35])=[O:34])[CH2:29][C:28]2=[O:47])[CH2:18][CH2:17][N:16](C(OC(C)(C)C)=O)[CH2:15][CH2:14]1)=[O:11])[C:3]1[CH:8]=[CH:7][CH:6]=[CH:5][CH:4]=1, predict the reaction product. The product is: [CH2:2]([O:9][C:10]([NH:12][C:13]1([CH2:26][N:27]2[CH2:32][CH2:31][N:30]([S:33]([C:36]3[CH:45]=[CH:44][C:43]4[C:38](=[CH:39][CH:40]=[C:41]([Cl:46])[CH:42]=4)[CH:37]=3)(=[O:34])=[O:35])[CH2:29][C:28]2=[O:47])[CH2:18][CH2:17][N:16]([C:13]2[CH:18]=[CH:17][N:16]=[CH:15][CH:14]=2)[CH2:15][CH2:14]1)=[O:11])[C:3]1[CH:4]=[CH:5][CH:6]=[CH:7][CH:8]=1. (3) Given the reactants [OH-].[Na+].[CH:3]1([C:9]#[C:10][CH3:11])[CH2:8][CH2:7][CH2:6][CH2:5][CH2:4]1.[SiH:12]([CH2:17][CH3:18])([CH2:15][CH3:16])[CH2:13][CH3:14], predict the reaction product. The product is: [CH:3]1([CH2:9][C:10]#[C:11][Si:12]([CH2:17][CH3:18])([CH2:15][CH3:16])[CH2:13][CH3:14])[CH2:8][CH2:7][CH2:6][CH2:5][CH2:4]1. (4) Given the reactants O[C@:2]12[CH2:19][CH2:18][C@@:16]3([CH3:17])[C@@H:12]([CH2:13][CH2:14][C:15]3=[O:20])[C@@H:11]1[CH2:10][CH2:9][C@H:8]1[C@:3]2([CH3:22])[CH2:4][CH2:5][C:6](=[O:21])[CH2:7]1.S(=O)(=O)(O)O, predict the reaction product. The product is: [CH3:17][C@:16]12[CH2:18][CH:19]=[C:2]3[C@@H:11]([CH2:10][CH2:9][C@H:8]4[C@:3]3([CH3:22])[CH2:4][CH2:5][C:6](=[O:21])[CH2:7]4)[C@@H:12]1[CH2:13][CH2:14][C:15]2=[O:20]. (5) The product is: [Br:15][C:2]1[CH:3]=[C:4]2[C:8](=[CH:9][CH:10]=1)[CH2:7][CH2:6][CH2:5]2. Given the reactants N[C:2]1[CH:3]=[C:4]2[C:8](=[CH:9][CH:10]=1)[CH2:7][CH2:6][CH2:5]2.N([O-])=O.[Na+].[Br-:15], predict the reaction product.